This data is from Forward reaction prediction with 1.9M reactions from USPTO patents (1976-2016). The task is: Predict the product of the given reaction. (1) Given the reactants [CH:1]1[C:10]2[C:5](=[CH:6][CH:7]=[CH:8][CH:9]=2)[CH:4]=[CH:3][C:2]=1[O:11][CH2:12][CH2:13][O:14][C:15]1[CH:30]=[CH:29][C:18]([CH:19]=[C:20]([C:25]([O:27][CH3:28])=[O:26])[C:21]([O:23][CH3:24])=[O:22])=[CH:17][CH:16]=1.[H][H], predict the reaction product. The product is: [CH:1]1[C:10]2[C:5](=[CH:6][CH:7]=[CH:8][CH:9]=2)[CH:4]=[CH:3][C:2]=1[O:11][CH2:12][CH2:13][O:14][C:15]1[CH:30]=[CH:29][C:18]([CH2:19][CH:20]([C:25]([O:27][CH3:28])=[O:26])[C:21]([O:23][CH3:24])=[O:22])=[CH:17][CH:16]=1. (2) Given the reactants [CH3:1][O:2][C:3]1[CH:4]=[N:5][C:6]([N:11]2[C:20](=[O:21])[C:19]3[C:14](=[CH:15][C:16]([C:22](O)=[O:23])=[CH:17][CH:18]=3)[NH:13][C:12]2=[S:25])=[N:7][C:8]=1[O:9][CH3:10].[C:26]([C:34]1[CH:41]=[CH:40][C:37]([CH2:38][NH2:39])=[CH:36][CH:35]=1)(=[O:33])[C:27]1[CH:32]=[CH:31][CH:30]=[CH:29][CH:28]=1.CCN(C(C)C)C(C)C.CN(C(ON1N=NC2C=CC=NC1=2)=[N+](C)C)C.F[P-](F)(F)(F)(F)F, predict the reaction product. The product is: [C:26]([C:34]1[CH:35]=[CH:36][C:37]([CH2:38][NH:39][C:22]([C:16]2[CH:15]=[C:14]3[C:19]([C:20](=[O:21])[N:11]([C:6]4[N:7]=[C:8]([O:9][CH3:10])[C:3]([O:2][CH3:1])=[CH:4][N:5]=4)[C:12](=[S:25])[NH:13]3)=[CH:18][CH:17]=2)=[O:23])=[CH:40][CH:41]=1)(=[O:33])[C:27]1[CH:28]=[CH:29][CH:30]=[CH:31][CH:32]=1. (3) Given the reactants C([O:8][C:9]1[CH:10]=[C:11]2[C:16](=[CH:17][CH:18]=1)[N:15]=[C:14]([NH2:19])[C:13]1[N:20]=[C:21]3[CH2:26][O:25][CH2:24][C@@H:23]([CH3:27])[N:22]3[C:12]2=1)C1C=CC=CC=1.C(Cl)(Cl)Cl, predict the reaction product. The product is: [NH2:19][C:14]1[C:13]2[N:20]=[C:21]3[CH2:26][O:25][CH2:24][C@H:23]([CH3:27])[N:22]3[C:12]=2[C:11]2[C:16](=[CH:17][CH:18]=[C:9]([OH:8])[CH:10]=2)[N:15]=1.